From a dataset of Forward reaction prediction with 1.9M reactions from USPTO patents (1976-2016). Predict the product of the given reaction. (1) Given the reactants [F:1][C:2]1[CH:3]=[C:4]([CH:14]([NH:16][C:17]([C:19]2[N:20]=[C:21](Cl)[O:22][CH:23]=2)=[O:18])[CH3:15])[CH:5]=[C:6]([F:13])[C:7]=1[NH:8][S:9]([CH3:12])(=[O:11])=[O:10].[Br:25][C:26]1[CH:27]=[C:28]([OH:32])[CH:29]=[CH:30][CH:31]=1, predict the reaction product. The product is: [F:1][C:2]1[CH:3]=[C:4]([CH:14]([NH:16][C:17]([C:19]2[N:20]=[C:21]([O:32][C:28]3[CH:29]=[CH:30][CH:31]=[C:26]([Br:25])[CH:27]=3)[O:22][CH:23]=2)=[O:18])[CH3:15])[CH:5]=[C:6]([F:13])[C:7]=1[NH:8][S:9]([CH3:12])(=[O:11])=[O:10]. (2) The product is: [CH3:20][O:19][CH2:18][O:21][CH2:22][CH2:23][O:1][C:2]1[CH:14]=[CH:13][C:5]([CH2:6][C@H:7]2[CH2:11][O:10][C:9](=[O:12])[NH:8]2)=[CH:4][CH:3]=1. Given the reactants [OH:1][C:2]1[CH:14]=[CH:13][C:5]([CH2:6][C@H:7]2[CH2:11][O:10][C:9](=[O:12])[NH:8]2)=[CH:4][CH:3]=1.BrCC[CH:18]([O:21][CH:22](OC)[CH2:23]CBr)[O:19][CH3:20], predict the reaction product.